From a dataset of Drug-target binding data from BindingDB using IC50 measurements. Regression. Given a target protein amino acid sequence and a drug SMILES string, predict the binding affinity score between them. We predict pIC50 (pIC50 = -log10(IC50 in M); higher means more potent). Dataset: bindingdb_ic50. (1) The compound is C=CC(=O)NC1CCCCC1Nc1ncc2c(n1)N(CCF)C(=O)N(c1c(Cl)c(OC)cc(OC)c1Cl)C2. The target protein (P22455) has sequence MRLLLALLGVLLSVPGPPVLSLEASEEVELEPCLAPSLEQQEQELTVALGQPVRLCCGRAERGGHWYKEGSRLAPAGRVRGWRGRLEIASFLPEDAGRYLCLARGSMIVLQNLTLITGDSLTSSNDDEDPKSHRDPSNRHSYPQQAPYWTHPQRMEKKLHAVPAGNTVKFRCPAAGNPTPTIRWLKDGQAFHGENRIGGIRLRHQHWSLVMESVVPSDRGTYTCLVENAVGSIRYNYLLDVLERSPHRPILQAGLPANTTAVVGSDVELLCKVYSDAQPHIQWLKHIVINGSSFGADGFPYVQVLKTADINSSEVEVLYLRNVSAEDAGEYTCLAGNSIGLSYQSAWLTVLPEEDPTWTAAAPEARYTDIILYASGSLALAVLLLLAGLYRGQALHGRHPRPPATVQKLSRFPLARQFSLESGSSGKSSSSLVRGVRLSSSGPALLAGLVSLDLPLDPLWEFPRDRLVLGKPLGEGCFGQVVRAEAFGMDPARPDQASTV.... The pIC50 is 6.1. (2) The compound is CC(=O)N[C@@H](CCCCN)C(=O)N[C@@H](Cc1c[nH]c2ccccc12)C(=O)N[C@H]1CC(=O)NCCCC[C@@H](C(=O)N[C@@H](CCCN=C(N)N)C(N)=O)NC(=O)[C@H](Cc2cnc[nH]2)NC(=O)[C@H](CC(=O)O)NC(=O)[C@H](CCCN=C(N)N)NC1=O. The target protein (O08562) has sequence MAMLPPPGPQSFVHFTKQSLALIEQRISEEKAKEHKDEKKDDEEEGPKPSSDLEAGKQLPFIYGDIPPGMVSEPLEDLDPYYADKKTFIVLNKGKAIFRFNATPALYMLSPFSPLRRISIKILVHSLFSMLIMCTILTNCIFMTLSNPPEWTKNVEYTFTGIYTFESLIKILARGFCVGEFTFLRDPWNWLDFVVIVFAYLTEFVNLGNVSALRTFRVLRALKTISVIPGLKTIVGALIQSVKKLSDVMILTVFCLSVFALIGLQLFMGNLKHKCFRKELEENETLESIMNTAESEEELKKYFYYLEGSKDALLCGFSTDSGQCPEGYICVKAGRNPDYGYTSFDTFSWAFLALFRLMTQDYWENLYQQTLRAAGKTYMIFFVVVIFLGSFYLINLILAVVAMAYEEQNQANIEEAKQKELEFQQMLDRLKKEQEEAEAIAAAAAEFTSIGRSRIMGLSESSSETSRLSSKSAKERRNRRKKKKQKMSSGEEKGDDEKLS.... The pIC50 is 3.8. (3) The drug is C=CCn1c(C)cc(C(=O)Cn2ncc(Cl)c(Cl)c2=O)c1C. The target protein (O75475) has sequence MTRDFKPGDLIFAKMKGYPHWPARVDEVPDGAVKPPTNKLPIFFFGTHETAFLGPKDIFPYSENKEKYGKPNKRKGFNEGLWEIDNNPKVKFSSQQAATKQSNASSDVEVEEKETSVSKEDTDHEEKASNEDVTKAVDITTPKAARRGRKRKAEKQVETEEAGVVTTATASVNLKVSPKRGRPAATEVKIPKPRGRPKMVKQPCPSESDIITEEDKSKKKGQEEKQPKKQPKKDEEGQKEEDKPRKEPDKKEGKKEVESKRKNLAKTGVTSTSDSEEEGDDQEGEKKRKGGRNFQTAHRRNMLKGQHEKEAADRKRKQEEQMETEQQNKDEGKKPEVKKVEKKRETSMDSRLQRIHAEIKNSLKIDNLDVNRCIEALDELASLQVTMQQAQKHTEMITTLKKIRRFKVSQVIMEKSTMLYNKFKNMFLVGEGDSVITQVLNKSLAEQRQHEEANKTKDQGKKGPNKKLEKEQTGSKTLNGGSDAQDGNQPQHNGESNEDS.... The pIC50 is 4.6.